This data is from Forward reaction prediction with 1.9M reactions from USPTO patents (1976-2016). The task is: Predict the product of the given reaction. (1) Given the reactants [C:1]([O:5][C:6](=[O:29])[NH:7][C@@H:8]([CH2:11][NH:12][C:13]1[C:18]([F:19])=[CH:17][N:16]=[C:15]([C:20]2[CH:25]=[C:24]([OH:26])[CH:23]=[CH:22][C:21]=2[O:27][CH3:28])[N:14]=1)[CH2:9][CH3:10])([CH3:4])([CH3:3])[CH3:2].C(N(CC)CC)C.[F:37][C:38]([F:51])([F:50])[S:39](O[S:39]([C:38]([F:51])([F:50])[F:37])(=[O:41])=[O:40])(=[O:41])=[O:40].O, predict the reaction product. The product is: [C:1]([O:5][C:6]([NH:7][C@H:8]([CH2:9][CH3:10])[CH2:11][NH:12][C:13]1[C:18]([F:19])=[CH:17][N:16]=[C:15]([C:20]2[CH:25]=[C:24]([O:26][S:39]([C:38]([F:51])([F:50])[F:37])(=[O:41])=[O:40])[CH:23]=[CH:22][C:21]=2[O:27][CH3:28])[N:14]=1)=[O:29])([CH3:4])([CH3:2])[CH3:3]. (2) Given the reactants Cl.[C:2]([CH2:5][O:6][C:7]1[CH:8]=[C:9]([CH:19]=[C:20]([O:22][CH3:23])[CH:21]=1)[C:10]([NH:12][CH:13]1[CH2:18][CH2:17][NH:16][CH2:15][CH2:14]1)=[O:11])(=[O:4])[NH2:3].[CH2:24]([O:26][C:27]1[CH:28]=[C:29]([CH:32]=[C:33]([O:36][CH2:37][CH3:38])[C:34]=1[F:35])[CH:30]=O)[CH3:25].C([BH3-])#N.[Na+].C(N(C(C)C)C(C)C)C, predict the reaction product. The product is: [C:2]([CH2:5][O:6][C:7]1[CH:8]=[C:9]([CH:19]=[C:20]([O:22][CH3:23])[CH:21]=1)[C:10]([NH:12][CH:13]1[CH2:14][CH2:15][N:16]([CH2:30][C:29]2[CH:32]=[C:33]([O:36][CH2:37][CH3:38])[C:34]([F:35])=[C:27]([O:26][CH2:24][CH3:25])[CH:28]=2)[CH2:17][CH2:18]1)=[O:11])(=[O:4])[NH2:3].